This data is from Acute oral toxicity (LD50) regression data from Zhu et al.. The task is: Regression/Classification. Given a drug SMILES string, predict its toxicity properties. Task type varies by dataset: regression for continuous values (e.g., LD50, hERG inhibition percentage) or binary classification for toxic/non-toxic outcomes (e.g., AMES mutagenicity, cardiotoxicity, hepatotoxicity). Dataset: ld50_zhu. (1) The drug is NC(Cc1ccc(O)c(O)c1)C(=O)O. The rat oral LD50 is 2.04, given as -log10 of the dose in mol/kg body weight (higher means more acutely toxic). (2) The molecule is O=C1NCCN1N=Cc1ccc([N+](=O)[O-])o1. The rat oral LD50 is 2.12, given as -log10 of the dose in mol/kg body weight (higher means more acutely toxic). (3) The molecule is O=P(OC=C(Cl)Cl)(OCCCl)OCCCl. The rat oral LD50 is 4.10, given as -log10 of the dose in mol/kg body weight (higher means more acutely toxic). (4) The drug is CCCCOCC1CO1. The rat oral LD50 is 1.80, given as -log10 of the dose in mol/kg body weight (higher means more acutely toxic). (5) The molecule is CCCOC(=O)CC(SP(=S)(OC)OC)C(=O)OCCC. The rat oral LD50 is 1.78, given as -log10 of the dose in mol/kg body weight (higher means more acutely toxic). (6) The compound is CNC(=O)Oc1ccccc1OC(C)C. The rat oral LD50 is 3.48, given as -log10 of the dose in mol/kg body weight (higher means more acutely toxic). (7) The compound is O=[N+]([O-])C1(Br)COCOC1. The rat oral LD50 is 2.67, given as -log10 of the dose in mol/kg body weight (higher means more acutely toxic). (8) The compound is O=COCCCc1ccccc1. The rat oral LD50 is 1.60, given as -log10 of the dose in mol/kg body weight (higher means more acutely toxic). (9) The compound is Cc1cc(-n2c(C)nc3ccccc3c2=O)n(-c2ccccc2)n1. The rat oral LD50 is 2.25, given as -log10 of the dose in mol/kg body weight (higher means more acutely toxic). (10) The rat oral LD50 is 3.11, given as -log10 of the dose in mol/kg body weight (higher means more acutely toxic). The molecule is CCCCCCC(O)C1C2=C(CC(C(O)C3CC=CC(=O)O3)CC3=C(C(=O)OC3=O)C1O)C(=O)OC2=O.